From a dataset of Peptide-MHC class II binding affinity with 134,281 pairs from IEDB. Regression. Given a peptide amino acid sequence and an MHC pseudo amino acid sequence, predict their binding affinity value. This is MHC class II binding data. (1) The binding affinity (normalized) is 0. The MHC is DRB1_0301 with pseudo-sequence DRB1_0301. The peptide sequence is AAQFPFNASDSVGQQ. (2) The peptide sequence is GELQIVDKIDAAWKI. The MHC is DRB3_0202 with pseudo-sequence DRB3_0202. The binding affinity (normalized) is 0.264. (3) The peptide sequence is SGKLFMHVTLGSDVE. The MHC is DRB1_1201 with pseudo-sequence DRB1_1201. The binding affinity (normalized) is 0. (4) The peptide sequence is RNVFDEVIPTAFKIG. The MHC is HLA-DQA10104-DQB10503 with pseudo-sequence HLA-DQA10104-DQB10503. The binding affinity (normalized) is 0.242. (5) The peptide sequence is EKKYFAATQTEPLAA. The MHC is HLA-DPA10103-DPB10601 with pseudo-sequence HLA-DPA10103-DPB10601. The binding affinity (normalized) is 0.282.